Dataset: Full USPTO retrosynthesis dataset with 1.9M reactions from patents (1976-2016). Task: Predict the reactants needed to synthesize the given product. (1) Given the product [F:51][C:46]1[CH:47]=[CH:48][CH:49]=[CH:50][C:45]=1[CH2:44][NH:43][C:41]([N:38]1[CH2:37][CH2:36][CH:35]([NH:34][C:33]2[CH:32]=[CH:31][C:30]([CH2:29][CH2:28][NH:27][CH2:26][C@H:25]([OH:54])[CH2:24][O:23][C:22]3[CH:21]=[CH:20][C:19]([OH:18])=[CH:56][CH:55]=3)=[CH:53][CH:52]=2)[CH2:40][CH2:39]1)=[O:42], predict the reactants needed to synthesize it. The reactants are: [Si]([O:18][C:19]1[CH:56]=[CH:55][C:22]([O:23][CH2:24][C@@H:25]([OH:54])[CH2:26][NH:27][CH2:28][CH2:29][C:30]2[CH:53]=[CH:52][C:33]([NH:34][CH:35]3[CH2:40][CH2:39][N:38]([C:41]([NH:43][CH2:44][C:45]4[CH:50]=[CH:49][CH:48]=[CH:47][C:46]=4[F:51])=[O:42])[CH2:37][CH2:36]3)=[CH:32][CH:31]=2)=[CH:21][CH:20]=1)(C(C)(C)C)(C1C=CC=CC=1)C1C=CC=CC=1. (2) The reactants are: [C:1]([O:5][C:6](=[O:33])[NH:7][CH2:8][CH2:9][CH2:10][N:11]1[C:20]2[CH:19]=[CH:18][C:17](I)=[CH:16][C:15]=2[C:14]2=[N:22][N:23]([CH:26]3[CH2:31][CH2:30][CH2:29][CH2:28][O:27]3)[C:24]([CH3:25])=[C:13]2[C:12]1=[O:32])([CH3:4])([CH3:3])[CH3:2].O.[CH3:35][N:36](C=O)C. Given the product [C:1]([O:5][C:6](=[O:33])[NH:7][CH2:8][CH2:9][CH2:10][N:11]1[C:20]2[CH:19]=[CH:18][C:17]([C:35]#[N:36])=[CH:16][C:15]=2[C:14]2=[N:22][N:23]([CH:26]3[CH2:31][CH2:30][CH2:29][CH2:28][O:27]3)[C:24]([CH3:25])=[C:13]2[C:12]1=[O:32])([CH3:4])([CH3:3])[CH3:2], predict the reactants needed to synthesize it. (3) The reactants are: [C:1]([O:5][C:6](=[O:32])[N:7]([C:9]([CH2:23][N:24]([C:26](=[O:31])[C:27]([Cl:30])([F:29])[F:28])[CH3:25])([C:15]1[CH:20]=[CH:19][C:18]([Cl:21])=[C:17]([Cl:22])[CH:16]=1)[CH2:10][CH:11]([OH:14])CO)[CH3:8])([CH3:4])([CH3:3])[CH3:2].I([O-])(=O)(=O)=O.[Na+]. Given the product [C:1]([O:5][C:6](=[O:32])[N:7]([C:9]([CH2:23][N:24]([C:26](=[O:31])[C:27]([Cl:30])([F:28])[F:29])[CH3:25])([C:15]1[CH:20]=[CH:19][C:18]([Cl:21])=[C:17]([Cl:22])[CH:16]=1)[CH2:10][CH:11]=[O:14])[CH3:8])([CH3:4])([CH3:2])[CH3:3], predict the reactants needed to synthesize it. (4) Given the product [Br:1][C:2]1[CH:7]=[C:6]([N+:8]([O-:10])=[O:9])[CH:5]=[CH:4][C:3]=1[O:21][CH2:20][CH2:13][CH2:14][N:15]1[CH2:19][CH2:18][CH2:17][CH2:16]1, predict the reactants needed to synthesize it. The reactants are: [Br:1][C:2]1[CH:7]=[C:6]([N+:8]([O-:10])=[O:9])[CH:5]=[CH:4][C:3]=1F.O[CH2:13][CH2:14][N:15]1[CH2:19][CH2:18][CH2:17][CH2:16]1.[C:20]([O-])([O-])=[O:21].[K+].[K+]. (5) Given the product [CH3:11][C:8]1([CH3:12])[C:7](=[O:13])[NH:6][C:5]2[N:14]=[CH:15][C:2](/[CH:20]=[CH:19]/[C:18]([N:17]([CH3:16])[CH2:22][C:23]3[O:24][C:25]4[CH:32]=[CH:31][CH:30]=[CH:29][C:26]=4[C:27]=3[CH3:28])=[O:21])=[CH:3][C:4]=2[CH2:10][NH:9]1, predict the reactants needed to synthesize it. The reactants are: Br[C:2]1[CH:15]=[N:14][C:5]2[NH:6][C:7](=[O:13])[C:8]([CH3:12])([CH3:11])[NH:9][CH2:10][C:4]=2[CH:3]=1.[CH3:16][N:17]([CH2:22][C:23]1[O:24][C:25]2[CH:32]=[CH:31][CH:30]=[CH:29][C:26]=2[C:27]=1[CH3:28])[C:18](=[O:21])[CH:19]=[CH2:20].C(N(C(C)C)C(C)C)C.CC1C=CC=CC=1P(C1C=CC=CC=1C)C1C=CC=CC=1C.